Dataset: Reaction yield outcomes from USPTO patents with 853,638 reactions. Task: Predict the reaction yield, written as a fraction of the theoretical maximum amount of product (1.0 means a 100% yield; for example, 0.34 means a 34% yield). (1) The reactants are [CH3:1][O:2][C:3]1[N:8]=[CH:7][C:6]([N:9]2[C:13]([C:14]3[CH:18]=[CH:17][N:16]([CH3:19])[CH:15]=3)=[CH:12][C:11]([C:20]([OH:22])=O)=[N:10]2)=[CH:5][CH:4]=1.Cl.[CH3:24][NH:25][CH3:26]. No catalyst specified. The product is [CH3:24][N:25]([CH3:26])[C:20]([C:11]1[CH:12]=[C:13]([C:14]2[CH:18]=[CH:17][N:16]([CH3:19])[CH:15]=2)[N:9]([C:6]2[CH:7]=[N:8][C:3]([O:2][CH3:1])=[CH:4][CH:5]=2)[N:10]=1)=[O:22]. The yield is 0.210. (2) The yield is 0.500. No catalyst specified. The reactants are [Br:1][C:2]1[C:3](=[O:17])[NH:4][C:5](=[O:16])[N:6](CCC2C=CC=CC=2)[N:7]=1.[Cl:18][C:19]1[CH:24]=[CH:23][C:22]([CH2:25][CH2:26]I)=[CH:21][C:20]=1[Cl:28].C(I)CC1C=CC=CC=1.CN(C)C(=[O:42])C. The product is [Br:1][C:2]1[C:3](=[O:17])[NH:4][C:5](=[O:16])[N:6]([CH2:26][C:25]([C:22]2[CH:23]=[CH:24][C:19]([Cl:18])=[C:20]([Cl:28])[CH:21]=2)=[O:42])[N:7]=1.